Dataset: Catalyst prediction with 721,799 reactions and 888 catalyst types from USPTO. Task: Predict which catalyst facilitates the given reaction. (1) Reactant: [CH2:1]([C@H:3]([NH:10][C:11]([C:13]1[C:22]2[C:17](=[CH:18][CH:19]=[CH:20][CH:21]=2)[N:16]=[C:15]([C:23]2[CH:28]=[CH:27][CH:26]=[CH:25][CH:24]=2)[C:14]=1[O:29][CH2:30][CH2:31][NH:32][C:33](=[O:36])[CH2:34][NH2:35])=[O:12])[C:4]1[CH:9]=[CH:8][CH:7]=[CH:6][CH:5]=1)[CH3:2].[CH3:37][C:38]([CH3:40])=O.O(C(C)C)C(C)C. Product: [CH2:1]([C@H:3]([NH:10][C:11]([C:13]1[C:22]2[C:17](=[CH:18][CH:19]=[CH:20][CH:21]=2)[N:16]=[C:15]([C:23]2[CH:24]=[CH:25][CH:26]=[CH:27][CH:28]=2)[C:14]=1[O:29][CH2:30][CH2:31][N:32]1[C:33](=[O:36])[CH2:34][NH:35][C:38]1([CH3:40])[CH3:37])=[O:12])[C:4]1[CH:9]=[CH:8][CH:7]=[CH:6][CH:5]=1)[CH3:2]. The catalyst class is: 114. (2) Reactant: C([O:3][C:4](=[O:32])[C:5]1[CH:10]=[CH:9][C:8]([C:11]2[NH:31][C:14]3[N:15]=[CH:16][N:17]=[C:18]([O:19][C:20]4[C:21]([F:30])=[C:22]5[C:26](=[CH:27][CH:28]=4)[NH:25][C:24]([CH3:29])=[CH:23]5)[C:13]=3[CH:12]=2)=[CH:7][CH:6]=1)C.O[Li:34].O. Product: [Li+:34].[F:30][C:21]1[C:20]([O:19][C:18]2[C:13]3[CH:12]=[C:11]([C:8]4[CH:7]=[CH:6][C:5]([C:4]([O-:32])=[O:3])=[CH:10][CH:9]=4)[NH:31][C:14]=3[N:15]=[CH:16][N:17]=2)=[CH:28][CH:27]=[C:26]2[C:22]=1[CH:23]=[C:24]([CH3:29])[NH:25]2. The catalyst class is: 38. (3) Reactant: [CH:1]12[CH2:7][CH:4]([NH:5][CH2:6]1)[CH2:3][N:2]2[C:8]1[N:13]=[C:12]([S:14][CH3:15])[N:11]=[C:10]([C:16]2[CH:21]=[CH:20][N:19]=[C:18]([NH:22][CH:23]([C:25]3[CH:30]=[CH:29][CH:28]=[CH:27][CH:26]=3)[CH3:24])[CH:17]=2)[CH:9]=1.[CH3:31][C:32]([CH3:34])=O.CO. Product: [CH:32]([N:5]1[CH2:6][C@@H:1]2[CH2:7][C@H:4]1[CH2:3][N:2]2[C:8]1[N:13]=[C:12]([S:14][CH3:15])[N:11]=[C:10]([C:16]2[CH:21]=[CH:20][N:19]=[C:18]([NH:22][C@H:23]([C:25]3[CH:30]=[CH:29][CH:28]=[CH:27][CH:26]=3)[CH3:24])[CH:17]=2)[CH:9]=1)([CH3:34])[CH3:31]. The catalyst class is: 373.